This data is from Forward reaction prediction with 1.9M reactions from USPTO patents (1976-2016). The task is: Predict the product of the given reaction. Given the reactants CC1C=CC(S(O[CH2:12][CH2:13][NH:14][C:15]2[C:16](=[O:31])[N:17]([CH:28]([CH3:30])[CH3:29])[S:18](=[O:27])(=[O:26])[C:19]=2[C:20]2[CH:25]=[CH:24][CH:23]=[CH:22][CH:21]=2)(=O)=O)=CC=1.[CH3:32][S:33]([O:36][C:37]1[CH:42]=[CH:41][CH:40]=[CH:39][C:38]=1[OH:43])(=[O:35])=[O:34].C(=O)([O-])[O-].[K+].[K+], predict the reaction product. The product is: [CH3:32][S:33]([O:36][C:37]1[CH:42]=[CH:41][CH:40]=[CH:39][C:38]=1[O:43][CH2:12][CH2:13][NH:14][C:15]1[C:16](=[O:31])[N:17]([CH:28]([CH3:29])[CH3:30])[S:18](=[O:26])(=[O:27])[C:19]=1[C:20]1[CH:21]=[CH:22][CH:23]=[CH:24][CH:25]=1)(=[O:35])=[O:34].